This data is from Forward reaction prediction with 1.9M reactions from USPTO patents (1976-2016). The task is: Predict the product of the given reaction. (1) The product is: [CH3:43][C:41]1([OH:42])[CH2:40][C:39](=[O:50])[O:51][CH2:47][CH2:46]1. Given the reactants CC1(C)S[C@@H]2[C@H](NC([C@H](N)C3C=CC=CC=3)=O)C(=O)N2[C@H]1C(O)=O.O=C[C@@H]([C@H]([C@@H]([C@@H](CO)O)O)O)O.[NH4+].[Cl-].[C:39]([OH:51])(=[O:50])[CH2:40][C:41]([CH2:46][C:47](O)=O)([C:43](O)=O)[OH:42].[O-]S([O-])(=O)=O.[Mg+2].CC1[N+](CC2C=NC(C)=NC=2N)=CSC=1CCO.Cl.[NH4+].[OH-], predict the reaction product. (2) Given the reactants Br[C:2]1[CH:7]=[CH:6][C:5]([Br:8])=[CH:4][N:3]=1.[CH2:9]1[CH:13]([OH:14])[CH2:12][O:11][CH2:10]1, predict the reaction product. The product is: [O:11]1[CH2:10][CH2:9][C@H:13]([O:14][C:2]2[CH:7]=[CH:6][C:5]([Br:8])=[CH:4][N:3]=2)[CH2:12]1. (3) Given the reactants [F:1][C:2]1[CH:10]=[CH:9][C:5]([C:6]([OH:8])=O)=[CH:4][CH:3]=1.CN(C(ON1N=NC2C=CC=NC1=2)=[N+](C)C)C.F[P-](F)(F)(F)(F)F.CCN(C(C)C)C(C)C.Cl.[NH2:45][C:46]1[CH:47]=[CH:48][C:49]([CH2:55][OH:56])=[C:50]([B:52]([OH:54])O)[CH:51]=1, predict the reaction product. The product is: [F:1][C:2]1[CH:3]=[CH:4][C:5]([C:6]([NH:45][C:46]2[CH:47]=[CH:48][C:49]3[CH2:55][O:56][B:52]([OH:54])[C:50]=3[CH:51]=2)=[O:8])=[CH:9][CH:10]=1. (4) Given the reactants C([O:4][C:5]1[CH:6]=[CH:7][CH:8]=[C:9]2[C:14]=1[O:13][C:12]([N:15]1[CH2:20][CH2:19][O:18][CH2:17][CH2:16]1)=[CH:11][C:10]2=[O:21])C=C.C1N2CCN(CC2)C1, predict the reaction product. The product is: [OH:4][C:5]1[CH:6]=[CH:7][CH:8]=[C:9]2[C:14]=1[O:13][C:12]([N:15]1[CH2:16][CH2:17][O:18][CH2:19][CH2:20]1)=[CH:11][C:10]2=[O:21]. (5) Given the reactants [CH2:1]([O:8][C:9]1[CH:10]=[C:11]2[C:16](=[CH:17][C:18]=1[O:19][CH3:20])[CH:15]([CH3:21])[NH:14][CH2:13][CH2:12]2)[C:2]1[CH:7]=[CH:6][CH:5]=[CH:4][CH:3]=1.[CH3:22][O:23][C:24]1[CH:25]=[C:26]([CH:29]=[C:30]([O:34][CH3:35])[C:31]=1[O:32][CH3:33])[CH2:27]Cl.C(N(CC)CC)C, predict the reaction product. The product is: [CH3:35][O:34][C:30]1[CH:29]=[C:26]([CH:25]=[C:24]([O:23][CH3:22])[C:31]=1[O:32][CH3:33])[CH2:27][N:14]1[CH2:13][CH2:12][C:11]2[C:16](=[CH:17][C:18]([O:19][CH3:20])=[C:9]([O:8][CH2:1][C:2]3[CH:7]=[CH:6][CH:5]=[CH:4][CH:3]=3)[CH:10]=2)[CH:15]1[CH3:21]. (6) Given the reactants [C:1]1([C@H:7]([NH:10][C:11]([C:13]2[CH:14]=[C:15]([C:22]([OH:24])=O)[N:16]3[CH2:21][CH2:20][O:19][CH2:18][C:17]=23)=[O:12])[CH2:8][CH3:9])[CH:6]=[CH:5][CH:4]=[CH:3][CH:2]=1.ON1C2C=CC=CC=2N=N1.Cl.C(N=C=NCCCN(C)C)C.[CH2:47]([O:49][C:50](=[O:53])[CH2:51][NH2:52])[CH3:48], predict the reaction product. The product is: [CH2:47]([O:49][C:50](=[O:53])[CH2:51][NH:52][C:22]([C:15]1[N:16]2[C:17]([CH2:18][O:19][CH2:20][CH2:21]2)=[C:13]([C:11](=[O:12])[NH:10][C@@H:7]([C:1]2[CH:2]=[CH:3][CH:4]=[CH:5][CH:6]=2)[CH2:8][CH3:9])[CH:14]=1)=[O:24])[CH3:48]. (7) Given the reactants C([O:5][C:6](=[O:30])[CH2:7][O:8][C:9]1[CH:14]=[CH:13][C:12]([C:15]2[N:16]([CH2:28][CH3:29])[C:17]3[C:22]([C:23]=2[C:24]#[N:25])=[CH:21][CH:20]=[C:19]([O:26][CH3:27])[CH:18]=3)=[CH:11][CH:10]=1)(C)(C)C, predict the reaction product. The product is: [C:24]([C:23]1[C:22]2[C:17](=[CH:18][C:19]([O:26][CH3:27])=[CH:20][CH:21]=2)[N:16]([CH2:28][CH3:29])[C:15]=1[C:12]1[CH:13]=[CH:14][C:9]([O:8][CH2:7][C:6]([OH:30])=[O:5])=[CH:10][CH:11]=1)#[N:25]. (8) Given the reactants COCCOC.[BH4-].[Na+].[Li+].[Cl-].C([O:13][C:14](=O)[CH2:15][C:16]([C:31]#[N:32])([C:24]1[CH:29]=[CH:28][C:27]([F:30])=[CH:26][CH:25]=1)[C:17]1[CH:22]=[CH:21][C:20]([F:23])=[CH:19][CH:18]=1)C, predict the reaction product. The product is: [F:23][C:20]1[CH:19]=[CH:18][C:17]([C:16]([C:24]2[CH:25]=[CH:26][C:27]([F:30])=[CH:28][CH:29]=2)([CH2:15][CH2:14][OH:13])[C:31]#[N:32])=[CH:22][CH:21]=1. (9) Given the reactants [CH3:1][C:2]1[N:6]([C:7]2[CH:15]=[CH:14][CH:13]=[CH:12][C:8]=2[C:9]([OH:11])=[O:10])[N:5]=[N:4][N:3]=1.C(=O)([O-])[O-].[K+].[K+].I[CH2:23][CH3:24], predict the reaction product. The product is: [CH2:23]([O:10][C:9](=[O:11])[C:8]1[CH:12]=[CH:13][CH:14]=[CH:15][C:7]=1[N:6]1[C:2]([CH3:1])=[N:3][N:4]=[N:5]1)[CH3:24].